Dataset: Catalyst prediction with 721,799 reactions and 888 catalyst types from USPTO. Task: Predict which catalyst facilitates the given reaction. Reactant: [O:1]1[CH2:6][CH2:5][CH:4]([O:7][CH:8]([C:10]2[CH:19]=[CH:18][C:13]([C:14]([O:16]C)=[O:15])=[CH:12][CH:11]=2)[CH3:9])[CH2:3][CH2:2]1.O.[OH-].[Li+].Cl. Product: [O:1]1[CH2:2][CH2:3][CH:4]([O:7][CH:8]([C:10]2[CH:19]=[CH:18][C:13]([C:14]([OH:16])=[O:15])=[CH:12][CH:11]=2)[CH3:9])[CH2:5][CH2:6]1. The catalyst class is: 24.